Dataset: Full USPTO retrosynthesis dataset with 1.9M reactions from patents (1976-2016). Task: Predict the reactants needed to synthesize the given product. (1) Given the product [NH2:11][C@@H:12]([CH2:26][CH2:27][S:28][CH3:29])[C:13]([O:15][C:16]([CH2:19][N:20]1[CH2:21][CH2:22][O:23][CH2:24][CH2:25]1)([CH3:18])[CH3:17])=[O:14], predict the reactants needed to synthesize it. The reactants are: C(OC([NH:11][C@@H:12]([CH2:26][CH2:27][S:28][CH3:29])[C:13]([O:15][C:16]([CH2:19][N:20]1[CH2:25][CH2:24][O:23][CH2:22][CH2:21]1)([CH3:18])[CH3:17])=[O:14])=O)C1C=CC=CC=1. (2) Given the product [ClH:22].[ClH:22].[ClH:22].[CH3:8][C@H:6]1[NH:7][C@@H:2]([CH3:1])[CH2:3][N:4]([C:9]2[CH:14]=[CH:13][C:12]([O:15][CH3:16])=[C:11]([CH:10]=2)[NH2:17])[CH2:5]1, predict the reactants needed to synthesize it. The reactants are: [CH3:1][C@H:2]1[NH:7][C@@H:6]([CH3:8])[CH2:5][N:4]([C:9]2[CH:14]=[CH:13][C:12]([O:15][CH3:16])=[C:11]([N+:17]([O-])=O)[CH:10]=2)[CH2:3]1.[H][H].[ClH:22].O1CCOCC1. (3) Given the product [C:1]1([C:7]([C:15]2[CH:20]=[CH:19][CH:18]=[CH:17][CH:16]=2)([CH:9]2[CH2:14][CH2:13][N:12]([CH2:22][CH2:23][C:24]3[CH:25]=[CH:26][C:27]([C:30]([F:31])([F:32])[F:33])=[CH:28][CH:29]=3)[CH2:11][CH2:10]2)[OH:8])[CH:2]=[CH:3][CH:4]=[CH:5][CH:6]=1, predict the reactants needed to synthesize it. The reactants are: [C:1]1([C:7]([C:15]2[CH:20]=[CH:19][CH:18]=[CH:17][CH:16]=2)([CH:9]2[CH2:14][CH2:13][NH:12][CH2:11][CH2:10]2)[OH:8])[CH:6]=[CH:5][CH:4]=[CH:3][CH:2]=1.Br[CH2:22][CH2:23][C:24]1[CH:29]=[CH:28][C:27]([C:30]([F:33])([F:32])[F:31])=[CH:26][CH:25]=1.C(#N)C. (4) Given the product [N:22]1[CH:23]=[CH:24][C:19]([N:1]2[C:9]3[C:4](=[CH:5][CH:6]=[C:7]([C:10]4[CH:15]=[CH:14][C:13]([OH:16])=[CH:12][CH:11]=4)[CH:8]=3)[CH:3]=[CH:2]2)=[CH:20][CH:21]=1, predict the reactants needed to synthesize it. The reactants are: [NH:1]1[C:9]2[C:4](=[CH:5][CH:6]=[C:7]([C:10]3[CH:15]=[CH:14][C:13]([OH:16])=[CH:12][CH:11]=3)[CH:8]=2)[CH:3]=[CH:2]1.Cl.Br[C:19]1[CH:24]=[CH:23][N:22]=[CH:21][CH:20]=1. (5) Given the product [OH:45][CH2:44][CH2:43][CH2:42][N:35]1[C:36]2=[N:37][CH:38]=[CH:39][CH:40]=[C:41]2[C:33]([C:32]2[C:31](=[O:63])[NH:30][C:29](=[O:64])[C:28]=2[C:16]2[CH:15]=[CH:14][NH:5][CH:17]=2)=[CH:34]1, predict the reactants needed to synthesize it. The reactants are: CCCC[N+:5]([CH2:14][CH2:15][CH2:16][CH3:17])(CCCC)CCCC.[F-].O1C2C=CC=CC=2C=C1[C:28]1[C:29](=[O:64])[NH:30][C:31](=[O:63])[C:32]=1[C:33]1[C:41]2[C:36](=[N:37][CH:38]=[CH:39][CH:40]=2)[N:35]([CH2:42][CH2:43][CH2:44][O:45][Si](C(C)(C)C)(C2C=CC=CC=2)C2C=CC=CC=2)[CH:34]=1. (6) Given the product [CH3:1][N:2]1[C:6]([C:7]2[CH:12]=[CH:11][CH:10]=[CH:9][C:8]=2[CH3:13])=[N:5][N:4]=[C:3]1[C:14]1([NH:19][C:36]([NH:35][C:29]2[CH:34]=[CH:33][CH:32]=[CH:31][CH:30]=2)=[O:37])[CH2:15][CH2:16][CH2:17][CH2:18]1, predict the reactants needed to synthesize it. The reactants are: [CH3:1][N:2]1[C:6]([C:7]2[CH:12]=[CH:11][CH:10]=[CH:9][C:8]=2[CH3:13])=[N:5][N:4]=[C:3]1[C:14]1([NH2:19])[CH2:18][CH2:17][CH2:16][CH2:15]1.C(N(C(C)C)CC)(C)C.[C:29]1([N:35]=[C:36]=[O:37])[CH:34]=[CH:33][CH:32]=[CH:31][CH:30]=1. (7) Given the product [CH2:1]([O:3][C:4]1[CH:9]=[CH:8][C:7]([N:10]2[C:11]([CH3:22])=[C:12]3[C:17]([C:16]([CH3:20])=[N:15][N:14]=[C:13]3[CH3:21])=[C:18]2[CH3:19])=[C:6]([CH2:23][CH3:24])[CH:5]=1)[CH3:2], predict the reactants needed to synthesize it. The reactants are: [CH2:1]([O:3][C:4]1[CH:9]=[CH:8][C:7]([N:10]2[C:18]([CH3:19])=[C:17]3[C:12]([C:13]([CH3:21])=[N:14][N:15]=[C:16]3[CH3:20])=[C:11]2[CH3:22])=[C:6]([CH:23]=[CH2:24])[CH:5]=1)[CH3:2].NN. (8) Given the product [CH3:81][O:82][C:83](=[O:93])[CH2:84][C:85]1[CH:90]=[CH:89][C:88]([C:28]2[CH:29]=[CH:30][C:25]([C:22]([C:19]3[CH:20]=[CH:21][C:16]([CH2:15][CH2:14][CH:9]([O:8][Si:5]([C:1]([CH3:4])([CH3:3])[CH3:2])([CH3:6])[CH3:7])[C:10]([CH3:13])([CH3:12])[CH3:11])=[C:17]([CH3:43])[CH:18]=3)([CH2:23][CH3:24])[CH2:41][CH3:42])=[CH:26][C:27]=2[CH3:40])=[CH:87][C:86]=1[F:92], predict the reactants needed to synthesize it. The reactants are: [C:1]([Si:5]([O:8][CH:9]([CH2:14][CH2:15][C:16]1[CH:21]=[CH:20][C:19]([C:22]([CH2:41][CH3:42])([C:25]2[CH:30]=[CH:29][C:28](B3OC(C)(C)C(C)(C)O3)=[C:27]([CH3:40])[CH:26]=2)[CH2:23][CH3:24])=[CH:18][C:17]=1[CH3:43])[C:10]([CH3:13])([CH3:12])[CH3:11])([CH3:7])[CH3:6])([CH3:4])([CH3:3])[CH3:2].C1(P(C2CCCCC2)C2C=CC=CC=2C2C(OC)=CC=CC=2OC)CCCCC1.P([O-])([O-])([O-])=O.[K+].[K+].[K+].[CH3:81][O:82][C:83](=[O:93])[CH2:84][C:85]1[CH:90]=[CH:89][C:88](Cl)=[CH:87][C:86]=1[F:92]. (9) Given the product [CH:17]1([C:2]([C:9]2[N:5]=[N:6][NH:7][CH:8]=2)=[O:3])[CH2:16][CH2:18][CH2:19]1, predict the reactants needed to synthesize it. The reactants are: Br[C:2](Br)=[O:3].[NH:5]1[CH:9]=[CH:8][N:7]=[N:6]1.CCN([CH:16]([CH3:18])[CH3:17])C(C)C.[C:19](#N)C. (10) Given the product [O:1]([CH2:8][C:9]1[S:10][CH:11]=[C:12]([C:14]2[NH:35][C:17]3=[N:18][CH:19]=[C:20]([CH:22]4[CH2:27][CH2:26][NH:25][CH2:24][CH2:23]4)[CH:21]=[C:16]3[N:15]=2)[N:13]=1)[C:2]1[CH:7]=[CH:6][CH:5]=[CH:4][CH:3]=1, predict the reactants needed to synthesize it. The reactants are: [O:1]([CH2:8][C:9]1[S:10][CH:11]=[C:12]([CH:14]2[NH:35][C:17]3=[N:18][CH:19]=[C:20]([CH:22]4[CH2:27][CH2:26][N:25](C(OC(C)(C)C)=O)[CH2:24][CH2:23]4)[CH:21]=[C:16]3[NH:15]2)[N:13]=1)[C:2]1[CH:7]=[CH:6][CH:5]=[CH:4][CH:3]=1.C(O)(C(F)(F)F)=O.